Dataset: Full USPTO retrosynthesis dataset with 1.9M reactions from patents (1976-2016). Task: Predict the reactants needed to synthesize the given product. The reactants are: [Cl:1][C:2]1[CH:3]=[C:4]([N:10]2[C:14]([CH3:15])=[C:13]([O:16][C:17]3[CH:25]=[CH:24][C:20]([C:21](O)=[O:22])=[CH:19][CH:18]=3)[C:12]([CH3:26])=[N:11]2)[CH:5]=[CH:6][C:7]=1[C:8]#[N:9].F[P-](F)(F)(F)(F)F.N1(OC(N(C)C)=[N+](C)C)C2N=CC=CC=2N=N1.[NH2:51][C:52]1[CH:57]=[CH:56][C:55]([CH3:58])=[CH:54][CH:53]=1.Cl.CN(C)CCCN=C=NCC.Cl. Given the product [Cl:1][C:2]1[CH:3]=[C:4]([N:10]2[C:14]([CH3:15])=[C:13]([O:16][C:17]3[CH:18]=[CH:19][C:20]([C:21]([NH:51][C:52]4[CH:57]=[CH:56][C:55]([CH3:58])=[CH:54][CH:53]=4)=[O:22])=[CH:24][CH:25]=3)[C:12]([CH3:26])=[N:11]2)[CH:5]=[CH:6][C:7]=1[C:8]#[N:9], predict the reactants needed to synthesize it.